From a dataset of Catalyst prediction with 721,799 reactions and 888 catalyst types from USPTO. Predict which catalyst facilitates the given reaction. (1) Reactant: [CH:1]([C:3]1[C:4]([CH3:39])=[C:5]2[C:9](=[CH:10][CH:11]=1)[N:8]([CH2:12][C:13]1[CH:14]=[N:15][N:16]([C:18]([C:31]3[CH:36]=[CH:35][CH:34]=[CH:33][CH:32]=3)([C:25]3[CH:30]=[CH:29][CH:28]=[CH:27][CH:26]=3)[C:19]3[CH:24]=[CH:23][CH:22]=[CH:21][CH:20]=3)[CH:17]=1)[C:7]([C:37]#[N:38])=[CH:6]2)=O.Cl.[NH:41]1[CH2:46][CH2:45][CH:44]([NH:47][C:48]2[C:49]3[CH:56]=[C:55]([CH2:57][C:58]([F:61])([F:60])[F:59])[S:54][C:50]=3[N:51]=[CH:52][N:53]=2)[CH2:43][CH2:42]1.C(N(CC)CC)C.C(O[BH-](OC(=O)C)OC(=O)C)(=O)C.[Na+]. Product: [CH3:39][C:4]1[C:3]([CH2:1][N:41]2[CH2:46][CH2:45][CH:44]([NH:47][C:48]3[C:49]4[CH:56]=[C:55]([CH2:57][C:58]([F:61])([F:59])[F:60])[S:54][C:50]=4[N:51]=[CH:52][N:53]=3)[CH2:43][CH2:42]2)=[CH:11][CH:10]=[C:9]2[C:5]=1[CH:6]=[C:7]([C:37]#[N:38])[N:8]2[CH2:12][C:13]1[CH:14]=[N:15][N:16]([C:18]([C:25]2[CH:26]=[CH:27][CH:28]=[CH:29][CH:30]=2)([C:19]2[CH:20]=[CH:21][CH:22]=[CH:23][CH:24]=2)[C:31]2[CH:36]=[CH:35][CH:34]=[CH:33][CH:32]=2)[CH:17]=1. The catalyst class is: 4. (2) Reactant: [C:1]([O:5][C:6](=[O:15])[NH:7][CH2:8][CH2:9][C:10]1[NH:14][N:13]=[N:12][N:11]=1)([CH3:4])([CH3:3])[CH3:2].[H-].[Na+].[CH2:18](I)[CH3:19]. Product: [C:1]([O:5][C:6](=[O:15])[NH:7][CH2:8][CH2:9][C:10]1[N:11]=[N:12][N:13]([CH2:18][CH3:19])[N:14]=1)([CH3:4])([CH3:2])[CH3:3]. The catalyst class is: 56. (3) Reactant: Cl[C:2]1[N:11]=[C:10]([C:12]2[CH:13]=[N:14][CH:15]=[C:16]([F:19])[C:17]=2[CH3:18])[CH:9]=[C:8]2[C:3]=1[CH:4]=[C:5]([NH:20][C:21](=[O:27])[O:22][C:23]([CH3:26])([CH3:25])[CH3:24])[N:6]=[CH:7]2.[CH3:28]B1OB(C)OB(C)O1.C(=O)([O-])[O-].[K+].[K+]. Product: [F:19][C:16]1[C:17]([CH3:18])=[C:12]([C:10]2[CH:9]=[C:8]3[C:3]([CH:4]=[C:5]([NH:20][C:21](=[O:27])[O:22][C:23]([CH3:26])([CH3:25])[CH3:24])[N:6]=[CH:7]3)=[C:2]([CH3:28])[N:11]=2)[CH:13]=[N:14][CH:15]=1. The catalyst class is: 155. (4) Reactant: O[CH2:2][CH2:3][C:4]1[CH:9]=[CH:8][N:7]=[CH:6][C:5]=1[NH:10][C:11](=[O:17])[O:12][C:13]([CH3:16])([CH3:15])[CH3:14].CS(Cl)(=O)=O.[NH:23]1[CH2:27][CH2:26][CH2:25][CH2:24]1.[Cl-].[Na+]. Product: [N:23]1([CH2:2][CH2:3][C:4]2[CH:9]=[CH:8][N:7]=[CH:6][C:5]=2[NH:10][C:11](=[O:17])[O:12][C:13]([CH3:16])([CH3:15])[CH3:14])[CH2:27][CH2:26][CH2:25][CH2:24]1. The catalyst class is: 347.